This data is from Catalyst prediction with 721,799 reactions and 888 catalyst types from USPTO. The task is: Predict which catalyst facilitates the given reaction. (1) Product: [CH3:18][C:17]1[CH:16]=[CH:15][N:14]=[CH:13][C:12]=1[C:10]1[C:9](=[O:19])[NH:8][C:7](=[O:20])[N:6]([CH2:5][CH2:4][CH:3]=[O:2])[CH:11]=1. The catalyst class is: 1. Reactant: C[O:2][CH:3](OC)[CH2:4][CH2:5][N:6]1[CH:11]=[C:10]([C:12]2[CH:13]=[N:14][CH:15]=[CH:16][C:17]=2[CH3:18])[C:9](=[O:19])[NH:8][C:7]1=[O:20]. (2) Reactant: [NH2:1][C@:2]1([C:21]([OH:23])=[O:22])[C@@H:15]2[C@H:10]([CH2:11][CH2:12][C:13]3([O:19][CH2:18][CH2:17][O:16]3)[CH2:14]2)[O:9][C:8]2[C:3]1=[CH:4][C:5]([Br:20])=[CH:6][CH:7]=2.[Si](C=[N+]=[N-])(C)(C)[CH3:25]. Product: [NH2:1][C@:2]1([C:21]([O:23][CH3:25])=[O:22])[C@@H:15]2[C@H:10]([CH2:11][CH2:12][C:13]3([O:19][CH2:18][CH2:17][O:16]3)[CH2:14]2)[O:9][C:8]2[C:3]1=[CH:4][C:5]([Br:20])=[CH:6][CH:7]=2. The catalyst class is: 5. (3) The catalyst class is: 245. Product: [F:30][C:28]1[CH:27]=[CH:26][C:24]2[N:25]=[C:21]([NH:1][C@@H:2]3[CH2:6][O:5][CH2:4][C@H:3]3[NH:7][C:8](=[O:19])[C:9]3[C:14]([O:15][CH3:16])=[CH:13][CH:12]=[CH:11][C:10]=3[O:17][CH3:18])[S:22][C:23]=2[CH:29]=1. Reactant: [NH2:1][C@@H:2]1[CH2:6][O:5][CH2:4][C@H:3]1[NH:7][C:8](=[O:19])[C:9]1[C:14]([O:15][CH3:16])=[CH:13][CH:12]=[CH:11][C:10]=1[O:17][CH3:18].Cl[C:21]1[S:22][C:23]2[CH:29]=[C:28]([F:30])[CH:27]=[CH:26][C:24]=2[N:25]=1.CCN(C(C)C)C(C)C. (4) Reactant: [Zn:1].[Br:2]CCBr.C[Si](Cl)(C)C.[Cl:11][C:12]1[CH:19]=[CH:18][CH:17]=[C:16]([F:20])[C:13]=1[CH2:14]Br. Product: [Br-:2].[Cl:11][C:12]1[CH:19]=[CH:18][CH:17]=[C:16]([F:20])[C:13]=1[CH2:14][Zn+:1]. The catalyst class is: 7. (5) Reactant: [N+:1]([C:4]1[CH:5]=[C:6]([N:10]2[CH2:15][CH2:14][NH:13][CH2:12][CH2:11]2)[CH:7]=[CH:8][CH:9]=1)([O-])=O.[C:16](=O)([O:22]C(C)(C)C)[O:17][C:18]([CH3:21])([CH3:20])[CH3:19].C([O-])(O)=O.[Na+]. Product: [NH2:1][C:4]1[CH:5]=[C:6]([N:10]2[CH2:15][CH2:14][N:13]([C:16]([O:17][C:18]([CH3:21])([CH3:20])[CH3:19])=[O:22])[CH2:12][CH2:11]2)[CH:7]=[CH:8][CH:9]=1. The catalyst class is: 172. (6) Reactant: [Cl:1][C:2]1[N:7]=[C:6]([C:8]([O:10][CH3:11])=[O:9])[C:5]([N+:12]([O-])=O)=[C:4]([Cl:15])[N:3]=1. Product: [NH2:12][C:5]1[C:6]([C:8]([O:10][CH3:11])=[O:9])=[N:7][C:2]([Cl:1])=[N:3][C:4]=1[Cl:15]. The catalyst class is: 180. (7) Reactant: Cl[C:2]1[N:3]=[C:4]([OH:12])[C:5]2[CH:11]=[CH:10][N:9]=[CH:8][C:6]=2[N:7]=1.[CH2:13]([C:16]1[CH:17]=[C:18]([OH:22])[CH:19]=[CH:20][CH:21]=1)[CH2:14][CH3:15].C(=O)([O-])[O-].[K+].[K+].Cl. The catalyst class is: 18. Product: [CH2:13]([C:16]1[CH:17]=[C:18]([CH:19]=[CH:20][CH:21]=1)[O:22][C:2]1[N:3]=[C:4]([OH:12])[C:5]2[CH:11]=[CH:10][N:9]=[CH:8][C:6]=2[N:7]=1)[CH2:14][CH3:15]. (8) Reactant: [CH3:1][C:2]1[CH:17]=[CH:16][C:5]([C:6]([O:8]CC2C=CC=CC=2)=[O:7])=[C:4]([N:18]2[CH2:23][CH2:22][CH2:21][CH2:20][CH2:19]2)[CH:3]=1. Product: [CH3:1][C:2]1[CH:17]=[CH:16][C:5]([C:6]([OH:8])=[O:7])=[C:4]([N:18]2[CH2:23][CH2:22][CH2:21][CH2:20][CH2:19]2)[CH:3]=1. The catalyst class is: 19. (9) Reactant: C([O:5][C:6](=[O:33])[C:7]([S:10][C:11]1[S:12][CH:13]=[C:14]([CH2:16][CH2:17][N:18]([C:26]2[N:31]=[CH:30][C:29](Br)=[CH:28][N:27]=2)[CH2:19][CH2:20][CH2:21][CH2:22][CH2:23][CH2:24][CH3:25])[N:15]=1)([CH3:9])[CH3:8])(C)(C)C.[NH:34]1[CH2:38][CH2:37][CH2:36][CH2:35]1.[F:39][C:40]([F:45])([F:44])[C:41]([OH:43])=[O:42]. Product: [F:39][C:40]([F:45])([F:44])[C:41]([OH:43])=[O:42].[CH2:19]([N:18]([C:26]1[N:31]=[CH:30][C:29]([N:34]2[CH2:38][CH2:37][CH2:36][CH2:35]2)=[CH:28][N:27]=1)[CH2:17][CH2:16][C:14]1[N:15]=[C:11]([S:10][C:7]([CH3:8])([CH3:9])[C:6]([OH:5])=[O:33])[S:12][CH:13]=1)[CH2:20][CH2:21][CH2:22][CH2:23][CH2:24][CH3:25]. The catalyst class is: 4. (10) The catalyst class is: 67. Product: [O:14]=[C:12]1[N:11]2[CH2:15][CH2:16][NH:17][C:10]2=[CH:9][C:8]([O:7][CH2:6][C:5]2[CH:25]=[CH:26][C:27]([O:28][C:29]3[CH:34]=[CH:33][CH:32]=[C:31]([C:35]([F:37])([F:38])[F:36])[CH:30]=3)=[C:3]([CH:4]=2)[C:1]#[N:2])=[N:13]1. Reactant: [C:1]([C:3]1[CH:4]=[C:5]([CH:25]=[CH:26][C:27]=1[O:28][C:29]1[CH:34]=[CH:33][CH:32]=[C:31]([C:35]([F:38])([F:37])[F:36])[CH:30]=1)[CH2:6][O:7][C:8]1[CH:9]=[C:10]2[N:17](C(OC(C)(C)C)=O)[CH2:16][CH2:15][N:11]2[C:12](=[O:14])[N:13]=1)#[N:2].